This data is from Full USPTO retrosynthesis dataset with 1.9M reactions from patents (1976-2016). The task is: Predict the reactants needed to synthesize the given product. (1) Given the product [CH2:1]([O:3][C:4]([C:6]1[S:10][C:9]([Br:20])=[N:8][C:7]=1[C:12]([F:15])([F:14])[F:13])=[O:5])[CH3:2], predict the reactants needed to synthesize it. The reactants are: [CH2:1]([O:3][C:4]([C:6]1[S:10][C:9](N)=[N:8][C:7]=1[C:12]([F:15])([F:14])[F:13])=[O:5])[CH3:2].N([O-])=O.[Na+].[BrH:20]. (2) Given the product [O:29]=[C:27]1[C:26]2[C:25](=[CH:33][CH:32]=[CH:31][CH:30]=2)[C:24](=[O:34])[N:28]1[CH2:15][C@H:14]1[C@H:10]2[N:11]([C:6]3[CH:5]=[CH:4][C:3]([C:1]#[N:2])=[CH:22][C:7]=3[O:8][CH2:9]2)[C:12](=[O:21])[O:13]1, predict the reactants needed to synthesize it. The reactants are: [C:1]([C:3]1[CH:4]=[CH:5][C:6]2[N:11]3[C:12](=[O:21])[O:13][C@H:14]([CH2:15]CS([O-])(=O)=O)[C@@H:10]3[CH2:9][O:8][C:7]=2[CH:22]=1)#[N:2].[K].[C:24]1(=[O:34])[NH:28][C:27](=[O:29])[C:26]2=[CH:30][CH:31]=[CH:32][CH:33]=[C:25]12. (3) Given the product [NH2:1][C:2]1[C:6]2[CH:7]=[C:8]([Cl:11])[CH:9]=[CH:10][C:5]=2[O:4][C:3]=1[C:12]([NH2:13])=[O:14], predict the reactants needed to synthesize it. The reactants are: [NH2:1][C:2]1[C:6]2[CH:7]=[C:8]([Cl:11])[CH:9]=[CH:10][C:5]=2[O:4][C:3]=1[C:12]#[N:13].[OH2:14].